From a dataset of NCI-60 drug combinations with 297,098 pairs across 59 cell lines. Regression. Given two drug SMILES strings and cell line genomic features, predict the synergy score measuring deviation from expected non-interaction effect. (1) Drug 1: CN(C)C1=NC(=NC(=N1)N(C)C)N(C)C. Drug 2: CC(C)(C#N)C1=CC(=CC(=C1)CN2C=NC=N2)C(C)(C)C#N. Cell line: MDA-MB-231. Synergy scores: CSS=0.869, Synergy_ZIP=1.70, Synergy_Bliss=1.54, Synergy_Loewe=-1.13, Synergy_HSA=-2.07. (2) Drug 1: CC1=C(C(=CC=C1)Cl)NC(=O)C2=CN=C(S2)NC3=CC(=NC(=N3)C)N4CCN(CC4)CCO. Drug 2: CC1=C(C(=O)C2=C(C1=O)N3CC4C(C3(C2COC(=O)N)OC)N4)N. Cell line: UACC-257. Synergy scores: CSS=14.5, Synergy_ZIP=2.83, Synergy_Bliss=0.959, Synergy_Loewe=0.670, Synergy_HSA=1.70. (3) Drug 1: C1C(C(OC1N2C=C(C(=O)NC2=O)F)CO)O. Drug 2: C1=CN(C=N1)CC(O)(P(=O)(O)O)P(=O)(O)O. Cell line: CAKI-1. Synergy scores: CSS=9.66, Synergy_ZIP=-3.06, Synergy_Bliss=-5.01, Synergy_Loewe=-10.1, Synergy_HSA=-6.54. (4) Drug 1: C1=NC2=C(N=C(N=C2N1C3C(C(C(O3)CO)O)O)F)N. Drug 2: C1=CN(C=N1)CC(O)(P(=O)(O)O)P(=O)(O)O. Cell line: HOP-92. Synergy scores: CSS=3.02, Synergy_ZIP=-0.298, Synergy_Bliss=1.15, Synergy_Loewe=-5.49, Synergy_HSA=-1.35. (5) Drug 1: CC1=C2C(C(=O)C3(C(CC4C(C3C(C(C2(C)C)(CC1OC(=O)C(C(C5=CC=CC=C5)NC(=O)OC(C)(C)C)O)O)OC(=O)C6=CC=CC=C6)(CO4)OC(=O)C)OC)C)OC. Drug 2: CC12CCC(CC1=CCC3C2CCC4(C3CC=C4C5=CN=CC=C5)C)O. Cell line: NCI-H322M. Synergy scores: CSS=46.7, Synergy_ZIP=0.148, Synergy_Bliss=-1.18, Synergy_Loewe=-60.0, Synergy_HSA=-1.69. (6) Drug 1: CC1=C2C(C(=O)C3(C(CC4C(C3C(C(C2(C)C)(CC1OC(=O)C(C(C5=CC=CC=C5)NC(=O)OC(C)(C)C)O)O)OC(=O)C6=CC=CC=C6)(CO4)OC(=O)C)OC)C)OC. Drug 2: C1=NC2=C(N=C(N=C2N1C3C(C(C(O3)CO)O)F)Cl)N. Cell line: T-47D. Synergy scores: CSS=31.3, Synergy_ZIP=1.72, Synergy_Bliss=2.64, Synergy_Loewe=-16.5, Synergy_HSA=3.04. (7) Drug 1: CC(CN1CC(=O)NC(=O)C1)N2CC(=O)NC(=O)C2. Drug 2: CC(C1=C(C=CC(=C1Cl)F)Cl)OC2=C(N=CC(=C2)C3=CN(N=C3)C4CCNCC4)N. Synergy scores: CSS=35.6, Synergy_ZIP=-9.51, Synergy_Bliss=-9.05, Synergy_Loewe=-10.5, Synergy_HSA=-8.18. Cell line: K-562. (8) Synergy scores: CSS=-2.15, Synergy_ZIP=-1.10, Synergy_Bliss=-4.12, Synergy_Loewe=-18.4, Synergy_HSA=-7.24. Cell line: PC-3. Drug 2: C1C(C(OC1N2C=NC3=C(N=C(N=C32)Cl)N)CO)O. Drug 1: CC1=CC2C(CCC3(C2CCC3(C(=O)C)OC(=O)C)C)C4(C1=CC(=O)CC4)C. (9) Drug 1: CCN(CC)CCNC(=O)C1=C(NC(=C1C)C=C2C3=C(C=CC(=C3)F)NC2=O)C. Drug 2: C1CN1C2=NC(=NC(=N2)N3CC3)N4CC4. Cell line: HS 578T. Synergy scores: CSS=14.0, Synergy_ZIP=-1.31, Synergy_Bliss=0.642, Synergy_Loewe=2.00, Synergy_HSA=2.79. (10) Drug 1: CC1=C2C(C(=O)C3(C(CC4C(C3C(C(C2(C)C)(CC1OC(=O)C(C(C5=CC=CC=C5)NC(=O)OC(C)(C)C)O)O)OC(=O)C6=CC=CC=C6)(CO4)OC(=O)C)OC)C)OC. Drug 2: C1=NC2=C(N=C(N=C2N1C3C(C(C(O3)CO)O)O)F)N. Cell line: SW-620. Synergy scores: CSS=23.6, Synergy_ZIP=-1.30, Synergy_Bliss=-4.88, Synergy_Loewe=-21.4, Synergy_HSA=-4.20.